Task: Regression. Given two drug SMILES strings and cell line genomic features, predict the synergy score measuring deviation from expected non-interaction effect.. Dataset: NCI-60 drug combinations with 297,098 pairs across 59 cell lines Drug 1: CC1=C(C(CCC1)(C)C)C=CC(=CC=CC(=CC(=O)O)C)C. Drug 2: CCCCCOC(=O)NC1=NC(=O)N(C=C1F)C2C(C(C(O2)C)O)O. Cell line: HS 578T. Synergy scores: CSS=4.47, Synergy_ZIP=-2.73, Synergy_Bliss=-0.990, Synergy_Loewe=-1.57, Synergy_HSA=-0.197.